This data is from Forward reaction prediction with 1.9M reactions from USPTO patents (1976-2016). The task is: Predict the product of the given reaction. (1) Given the reactants [NH2:1][C:2]1[N:10]=[CH:9][N:8]=[C:7]2[C:3]=1[N:4]=[CH:5][N:6]2[C@H:11]1[C@@H:15]2[O:16][C:17]([CH3:20])([CH3:19])[O:18][C@@H:14]2[C@@H:13]([CH2:21][NH:22][CH2:23][CH2:24][CH2:25][NH:26][C:27]([NH:29][C:30]2[CH:35]=[CH:34][C:33]([C:36]([CH3:39])([CH3:38])[CH3:37])=[CH:32][CH:31]=2)=[O:28])[O:12]1.[CH3:40][C:41](=O)[CH2:42][CH3:43].[BH-](OC(C)=O)(OC(C)=O)OC(C)=O.[Na+], predict the reaction product. The product is: [NH2:1][C:2]1[N:10]=[CH:9][N:8]=[C:7]2[C:3]=1[N:4]=[CH:5][N:6]2[C@H:11]1[C@@H:15]2[O:16][C:17]([CH3:19])([CH3:20])[O:18][C@@H:14]2[C@@H:13]([CH2:21][N:22]([CH:41]([CH2:42][CH3:43])[CH3:40])[CH2:23][CH2:24][CH2:25][NH:26][C:27]([NH:29][C:30]2[CH:35]=[CH:34][C:33]([C:36]([CH3:39])([CH3:38])[CH3:37])=[CH:32][CH:31]=2)=[O:28])[O:12]1. (2) Given the reactants [CH3:1][C:2]([C:4]1[CH:9]=[CH:8][C:7]([F:10])=[CH:6][CH:5]=1)=[O:3].[N+:11]([C:14]1[CH:21]=[CH:20][C:17]([CH:18]=O)=[CH:16][CH:15]=1)([O-:13])=[O:12].[OH-].[K+], predict the reaction product. The product is: [F:10][C:7]1[CH:8]=[CH:9][C:4]([C:2](=[O:3])/[CH:1]=[CH:18]/[C:17]2[CH:20]=[CH:21][C:14]([N+:11]([O-:13])=[O:12])=[CH:15][CH:16]=2)=[CH:5][CH:6]=1. (3) Given the reactants [Br:1][C:2]1[CH:7]=[CH:6][N:5]=[C:4]([NH:8][NH2:9])[CH:3]=1.[CH:10](O)=O, predict the reaction product. The product is: [Br:1][C:2]1[CH:7]=[CH:6][N:5]2[CH:10]=[N:9][N:8]=[C:4]2[CH:3]=1. (4) Given the reactants [CH2:1]([O:8][CH2:9][CH2:10][CH2:11][O:12][CH2:13][CH2:14][O:15]C1CCCCO1)[C:2]1[CH:7]=[CH:6][CH:5]=[CH:4][CH:3]=1.Cl.[OH-].[Na+], predict the reaction product. The product is: [CH2:1]([O:8][CH2:9][CH2:10][CH2:11][O:12][CH2:13][CH2:14][OH:15])[C:2]1[CH:7]=[CH:6][CH:5]=[CH:4][CH:3]=1. (5) Given the reactants [CH2:1]([O:4][C:5]1[CH:10]=[CH:9][C:8]([C:11]2[N:12]=[C:13]([NH2:16])[S:14][CH:15]=2)=[CH:7][C:6]=1[C:17]([F:20])([F:19])[F:18])[CH2:2][CH3:3].[CH2:21]([O:23][C:24]([CH:26]1[CH2:31][CH2:30][N:29]([C:32]2[N:33]=[CH:34][C:35]([C:38](O)=[O:39])=[N:36][CH:37]=2)[CH2:28][CH2:27]1)=[O:25])[CH3:22].P(Cl)(Cl)(Cl)=O.C(O)(=O)CC(CC(O)=O)(C(O)=O)O, predict the reaction product. The product is: [CH2:1]([O:4][C:5]1[CH:10]=[CH:9][C:8]([C:11]2[N:12]=[C:13]([NH:16][C:38]([C:35]3[N:36]=[CH:37][C:32]([N:29]4[CH2:30][CH2:31][CH:26]([C:24]([O:23][CH2:21][CH3:22])=[O:25])[CH2:27][CH2:28]4)=[N:33][CH:34]=3)=[O:39])[S:14][CH:15]=2)=[CH:7][C:6]=1[C:17]([F:19])([F:20])[F:18])[CH2:2][CH3:3]. (6) Given the reactants Cl.[CH2:2]([NH:9][OH:10])[C:3]1[CH:8]=[CH:7][CH:6]=[CH:5][CH:4]=1.[CH:11]([C:13]1[C:14]([S:23][CH3:24])=[N:15][C:16]2[C:21]([CH:22]=1)=[CH:20][CH:19]=[CH:18][CH:17]=2)=O, predict the reaction product. The product is: [CH2:2]([N+:9]([O-:10])=[CH:11][C:13]1[C:14]([S:23][CH3:24])=[N:15][C:16]2[C:21]([CH:22]=1)=[CH:20][CH:19]=[CH:18][CH:17]=2)[C:3]1[CH:8]=[CH:7][CH:6]=[CH:5][CH:4]=1.